This data is from Full USPTO retrosynthesis dataset with 1.9M reactions from patents (1976-2016). The task is: Predict the reactants needed to synthesize the given product. (1) Given the product [Cl:1][C:2]1[CH:7]=[C:6]([Cl:8])[CH:5]=[CH:4][C:3]=1[C@@:9]1([CH2:32][N:33]2[CH:37]=[CH:36][N:35]=[CH:34]2)[O:13][C@H:12]([CH2:14][O:15][C:16]2[CH:17]=[CH:18][C:19]([N:22]3[CH2:23][CH2:24][N:25]([S:40]([C:39]([F:45])([F:44])[F:38])(=[O:42])=[O:41])[CH2:26][CH2:27]3)=[CH:20][CH:21]=2)[CH2:11][O:10]1, predict the reactants needed to synthesize it. The reactants are: [Cl:1][C:2]1[CH:7]=[C:6]([Cl:8])[CH:5]=[CH:4][C:3]=1[C@@:9]1([CH2:32][N:33]2[CH:37]=[CH:36][N:35]=[CH:34]2)[O:13][C@H:12]([CH2:14][O:15][C:16]2[CH:21]=[CH:20][C:19]([N:22]3[CH2:27][CH2:26][N:25](S(C)(=O)=O)[CH2:24][CH2:23]3)=[CH:18][CH:17]=2)[CH2:11][O:10]1.[F:38][C:39]([F:45])([F:44])[S:40](Cl)(=[O:42])=[O:41].CS(Cl)(=O)=O. (2) Given the product [CH3:1][C@H:2](/[CH:9]=[CH:12]/[B:13]1[O:17][C:16]([CH3:19])([CH3:18])[C:15]([CH3:21])([CH3:20])[O:14]1)[CH2:3][C:4]([O:6][CH2:7][CH3:8])=[O:5], predict the reactants needed to synthesize it. The reactants are: [CH3:1][C@H:2]([CH:9]=O)[CH2:3][C:4]([O:6][CH2:7][CH3:8])=[O:5].Cl[CH:12](Cl)[B:13]1[O:17][C:16]([CH3:19])([CH3:18])[C:15]([CH3:21])([CH3:20])[O:14]1.[Li+].[I-].